Dataset: hERG Central: cardiac toxicity at 1µM, 10µM, and general inhibition. Task: Predict hERG channel inhibition at various concentrations. (1) The molecule is Cc1ccc(CNC(=O)CCC2CCCN(Cc3cc4ccccc4o3)C2)o1. Results: hERG_inhib (hERG inhibition (general)): blocker. (2) The drug is CN(Cc1ccc(-n2cccn2)cc1)Cc1nc(-c2cnccn2)no1. Results: hERG_inhib (hERG inhibition (general)): blocker. (3) The molecule is CN(C)S(=O)(=O)N1CCN(c2ccnc3cc(Cl)ccc23)CC1. Results: hERG_inhib (hERG inhibition (general)): blocker. (4) The drug is C=CCNc1nc(N2CCCC2)nc2ccccc12. Results: hERG_inhib (hERG inhibition (general)): blocker. (5) The compound is O=C(NCc1ccco1)/C(=C/c1cccc([N+](=O)[O-])c1)NC(=O)c1ccco1. Results: hERG_inhib (hERG inhibition (general)): blocker. (6) The drug is O=C(c1ccccc1)c1ccc(NCCCn2ccnc2)c([N+](=O)[O-])c1. Results: hERG_inhib (hERG inhibition (general)): blocker. (7) The drug is CC(=O)c1ccc(N2CCN(CC(O)COCc3ccco3)CC2)cc1. Results: hERG_inhib (hERG inhibition (general)): blocker. (8) The compound is COc1ccc(CNC(=O)CN(Cc2ccc(Cl)cc2)C(=O)c2csnn2)cc1. Results: hERG_inhib (hERG inhibition (general)): blocker. (9) The compound is CCOc1ccc(C(=O)CN2CCN(S(=O)(=O)c3ccc(F)cc3)CC2)cc1. Results: hERG_inhib (hERG inhibition (general)): blocker. (10) The drug is Cn1c(=O)[nH]c(=O)c2c1nc(SCCN1CCOCC1)n2Cc1ccccc1. Results: hERG_inhib (hERG inhibition (general)): blocker.